This data is from Full USPTO retrosynthesis dataset with 1.9M reactions from patents (1976-2016). The task is: Predict the reactants needed to synthesize the given product. The reactants are: [CH2:1]([C@:3]12[CH2:15][CH2:14][C@@:11]3([CH2:13][O:12]3)[CH2:10][C@H:9]1[CH2:8][CH2:7][O:6][C:5]1[CH:16]=[C:17]([C:20]([NH:22][C:23]3[C:24]([CH3:29])=[N:25][CH:26]=[CH:27][CH:28]=3)=[O:21])[CH:18]=[CH:19][C:4]2=1)[CH3:2].[CH2:30]([C@@:32]12[CH2:44][CH2:43][C@:40]3([CH2:42][O:41]3)[CH2:39][C@@H:38]1[CH2:37][CH2:36][O:35][C:34]1[CH:45]=[C:46]([C:49]([NH:51][C:52]3[C:53]([CH3:58])=[N:54][CH:55]=[CH:56][CH:57]=3)=[O:50])[CH:47]=[CH:48][C:33]2=1)[CH3:31].[CH2:59]([Mg]Br)[CH3:60]. Given the product [CH2:1]([C@:3]12[CH2:15][CH2:14][C@@:11]([OH:12])([CH2:13][CH2:30][CH3:31])[CH2:10][C@H:9]1[CH2:8][CH2:7][O:6][C:5]1[CH:16]=[C:17]([C:20]([NH:22][C:23]3[C:24]([CH3:29])=[N:25][CH:26]=[CH:27][CH:28]=3)=[O:21])[CH:18]=[CH:19][C:4]2=1)[CH3:2].[CH2:30]([C@@:32]12[CH2:44][CH2:43][C@:40]([OH:41])([CH2:42][CH2:59][CH3:60])[CH2:39][C@@H:38]1[CH2:37][CH2:36][O:35][C:34]1[CH:45]=[C:46]([C:49]([NH:51][C:52]3[C:53]([CH3:58])=[N:54][CH:55]=[CH:56][CH:57]=3)=[O:50])[CH:47]=[CH:48][C:33]2=1)[CH3:31], predict the reactants needed to synthesize it.